From a dataset of Catalyst prediction with 721,799 reactions and 888 catalyst types from USPTO. Predict which catalyst facilitates the given reaction. (1) Reactant: [NH2:1][C:2]1[CH:9]=[CH:8][CH:7]=[CH:6][C:3]=1[CH2:4][NH2:5].[C:10](O[C:10]([O:12][C:13]([CH3:16])([CH3:15])[CH3:14])=[O:11])([O:12][C:13]([CH3:16])([CH3:15])[CH3:14])=[O:11]. Product: [NH2:1][C:2]1[CH:9]=[CH:8][CH:7]=[CH:6][C:3]=1[CH2:4][NH:5][C:10](=[O:11])[O:12][C:13]([CH3:16])([CH3:15])[CH3:14]. The catalyst class is: 7. (2) Reactant: [C:1]([O:5][C:6]([NH:8][CH2:9][C:10]1[CH:11]=[C:12]([CH:15]=[CH:16][CH:17]=1)CN)=[O:7])([CH3:4])([CH3:3])[CH3:2].ClC(OC1C=CC([N+]([O-])=O)=CC=1)=[O:20].[CH2:31]([N:33]([CH2:36]C)CC)C.[N:38]1([C:44]([O:46][CH2:47][C:48]2[CH:53]=[CH:52][CH:51]=[CH:50][CH:49]=2)=[O:45])[CH2:43][CH2:42][NH:41][CH2:40][CH2:39]1. Product: [C:1]([O:5][C:6]([NH:8][CH2:9][C:10]1[CH:17]=[CH:16][C:15]([CH2:31][NH:33][C:36]([N:41]2[CH2:42][CH2:43][N:38]([C:44]([O:46][CH2:47][C:48]3[CH:53]=[CH:52][CH:51]=[CH:50][CH:49]=3)=[O:45])[CH2:39][CH2:40]2)=[O:20])=[CH:12][CH:11]=1)=[O:7])([CH3:2])([CH3:3])[CH3:4]. The catalyst class is: 4. (3) Reactant: [N:1]1([CH2:6][CH2:7][CH2:8][C:9]2[CH:14]=[CH:13][C:12]([NH:15][C:16]3[N:21]=[CH:20][C:19]([NH2:22])=[CH:18][N:17]=3)=[CH:11][CH:10]=2)[CH2:5][CH2:4][CH2:3][CH2:2]1.[Cl:23][C:24]1[CH:31]=[CH:30][CH:29]=[C:28]([Cl:32])[C:25]=1[CH2:26]Br.C(=O)([O-])[O-].[Cs+].[Cs+].O. Product: [Cl:23][C:24]1[CH:31]=[CH:30][CH:29]=[C:28]([Cl:32])[C:25]=1[CH2:26][NH:22][C:19]1[CH:20]=[N:21][C:16]([NH:15][C:12]2[CH:11]=[CH:10][C:9]([CH2:8][CH2:7][CH2:6][N:1]3[CH2:5][CH2:4][CH2:3][CH2:2]3)=[CH:14][CH:13]=2)=[N:17][CH:18]=1. The catalyst class is: 3.